This data is from hERG potassium channel inhibition data for cardiac toxicity prediction from Karim et al.. The task is: Regression/Classification. Given a drug SMILES string, predict its toxicity properties. Task type varies by dataset: regression for continuous values (e.g., LD50, hERG inhibition percentage) or binary classification for toxic/non-toxic outcomes (e.g., AMES mutagenicity, cardiotoxicity, hepatotoxicity). Dataset: herg_karim. The compound is CC#C[C@@H](c1ccc(Oc2ccc(C(F)(F)F)cc2OC(F)F)cc1)c1oc(=O)[nH]c1O. The result is 1 (blocker).